Dataset: Catalyst prediction with 721,799 reactions and 888 catalyst types from USPTO. Task: Predict which catalyst facilitates the given reaction. (1) Product: [Br:33][CH2:12][C:4]1[CH:5]=[C:6]([C:8]([F:11])([F:10])[F:9])[CH:7]=[C:2]([Cl:1])[CH:3]=1. The catalyst class is: 54. Reactant: [Cl:1][C:2]1[CH:3]=[C:4]([CH2:12]O)[CH:5]=[C:6]([C:8]([F:11])([F:10])[F:9])[CH:7]=1.C1(P(C2C=CC=CC=2)C2C=CC=CC=2)C=CC=CC=1.[Br:33]N1C(=O)CCC1=O. (2) Reactant: [CH:1]([OH:4])([CH3:3])[CH3:2].[H-].[Na+].[CH:7]([O:10][C:11](=[O:21])[C:12]1[C:17](Cl)=[CH:16][C:15]([Cl:19])=[N:14][C:13]=1[CH3:20])([CH3:9])[CH3:8]. Product: [CH:7]([O:10][C:11](=[O:21])[C:12]1[C:17]([O:4][CH:1]([CH3:3])[CH3:2])=[CH:16][C:15]([Cl:19])=[N:14][C:13]=1[CH3:20])([CH3:9])[CH3:8]. The catalyst class is: 356.